This data is from Forward reaction prediction with 1.9M reactions from USPTO patents (1976-2016). The task is: Predict the product of the given reaction. (1) Given the reactants Cl.[Cl:2][C:3]1[CH:4]=[C:5]([NH:9]N)[CH:6]=[CH:7][CH:8]=1.BrCC([O:15][CH2:16][CH3:17])=O.Cl[C:19]1[CH:20]=[C:21]([N:25]([CH2:27]C(OCC)=O)N)C=[CH:23][CH:24]=1.C(O[CH:36](OCC)[CH2:37][CH2:38][CH2:39][NH:40][CH3:41])C.ClC1C=C2C(C(CCNC)=CN2CC(OCC)=O)=CC=1.C=O.C(O)(C(F)(F)F)=O.ClC1C=C2C(C3CCN(C)CC=3N2CC(O)=O)=CC=1.N1CCCCC1.CCN=C=NCCCN(C)C, predict the reaction product. The product is: [Cl:2][C:3]1[CH:4]=[C:5]2[C:6]([C:19]3[CH2:24][CH2:23][N:25]([CH3:27])[CH2:21][C:20]=3[N:9]2[CH2:17][C:16]([N:40]2[CH2:41][CH2:36][CH2:37][CH2:38][CH2:39]2)=[O:15])=[CH:7][CH:8]=1. (2) The product is: [CH3:1][C:2]1[N:6]=[C:5]([C:7]2[CH:12]=[CH:11][C:10]([NH:13][C:23]([NH2:22])=[S:24])=[CH:9][CH:8]=2)[S:4][N:3]=1. Given the reactants [CH3:1][C:2]1[N:6]=[C:5]([C:7]2[CH:12]=[CH:11][C:10]([NH2:13])=[CH:9][CH:8]=2)[S:4][N:3]=1.C([N:22]=[C:23]=[S:24])(=O)C1C=CC=CC=1.C(=O)([O-])[O-].[K+].[K+], predict the reaction product. (3) Given the reactants [NH:1]1[CH2:5][CH2:4][N:3]=[C:2]1[C:6]1[CH:11]=[CH:10][C:9]([N:12]2[CH2:17][CH2:16][O:15][CH2:14][CH2:13]2)=[CH:8][C:7]=1[NH2:18].[N:19]#[C:20][Br:21], predict the reaction product. The product is: [BrH:21].[N:12]1([C:9]2[CH:10]=[CH:11][C:6]3[C:2]4[N:1]([CH2:5][CH2:4][N:3]=4)[C:20]([NH2:19])=[N:18][C:7]=3[CH:8]=2)[CH2:13][CH2:14][O:15][CH2:16][CH2:17]1. (4) Given the reactants [CH:1]([C:3]1[CH:8]=[CH:7][CH:6]=[CH:5][C:4]=1[S:9]([NH2:12])(=[O:11])=[O:10])=[CH2:2].Cl[C:14](Cl)([O:16]C(=O)OC(Cl)(Cl)Cl)Cl.[NH2:25][C@@H:26]([CH2:39][C:40]1[CH:45]=[CH:44][CH:43]=[C:42]([O:46][CH2:47][CH2:48][CH:49]=[CH2:50])[CH:41]=1)[C:27]([N:29]([C:31]1[CH:36]=[CH:35][C:34]([O:37][CH3:38])=[CH:33][CH:32]=1)[CH3:30])=[O:28].C(O)(C(F)(F)F)=O.CCN(C(C)C)C(C)C, predict the reaction product. The product is: [CH2:47]([O:46][C:42]1[CH:41]=[C:40]([CH2:39][C@H:26]([NH:25][C:14]([NH:12][S:9]([C:4]2[CH:5]=[CH:6][CH:7]=[CH:8][C:3]=2[CH:1]=[CH2:2])(=[O:10])=[O:11])=[O:16])[C:27]([N:29]([C:31]2[CH:32]=[CH:33][C:34]([O:37][CH3:38])=[CH:35][CH:36]=2)[CH3:30])=[O:28])[CH:45]=[CH:44][CH:43]=1)[CH2:48][CH:49]=[CH2:50]. (5) Given the reactants [CH2:1]([N:4]1[CH:9]([C:10]([O:12][CH3:13])=[O:11])[CH:8]([C:14]2[CH:19]=[CH:18][C:17]([Cl:20])=[C:16]([Cl:21])[CH:15]=2)[C:7]2[CH:22]=[C:23](Br)[S:24][C:6]=2[C:5]1=[O:26])[CH:2]=[CH2:3].C1(P(C2C=CC=CC=2)C2C3OC4C(=CC=CC=4P(C4C=CC=CC=4)C4C=CC=CC=4)C(C)(C)C=3C=CC=2)C=CC=CC=1.C(=O)([O-])[O-].[Cs+].[Cs+].[NH:75]1[CH2:80][CH2:79][O:78][CH2:77][CH2:76]1, predict the reaction product. The product is: [CH2:1]([N:4]1[CH:9]([C:10]([O:12][CH3:13])=[O:11])[CH:8]([C:14]2[CH:19]=[CH:18][C:17]([Cl:20])=[C:16]([Cl:21])[CH:15]=2)[C:7]2[CH:22]=[C:23]([N:75]3[CH2:80][CH2:79][O:78][CH2:77][CH2:76]3)[S:24][C:6]=2[C:5]1=[O:26])[CH:2]=[CH2:3]. (6) Given the reactants Cl[C:2]1[N:3]=[C:4]([S:25][CH3:26])[C:5]2[CH:10]=[CH:9][N:8]([C:11]3[CH:16]=[CH:15][C:14]([CH2:17][C:18]([O:20][C:21]([CH3:24])([CH3:23])[CH3:22])=[O:19])=[CH:13][CH:12]=3)[C:6]=2[N:7]=1.[F:27][C:28]1[CH:29]=[C:30](B(O)O)[CH:31]=[CH:32][C:33]=1[O:34][CH3:35].O1CCCC1.C([O-])([O-])=O.[K+].[K+], predict the reaction product. The product is: [F:27][C:28]1[CH:29]=[C:30]([C:2]2[N:3]=[C:4]([S:25][CH3:26])[C:5]3[CH:10]=[CH:9][N:8]([C:11]4[CH:16]=[CH:15][C:14]([CH2:17][C:18]([O:20][C:21]([CH3:24])([CH3:23])[CH3:22])=[O:19])=[CH:13][CH:12]=4)[C:6]=3[N:7]=2)[CH:31]=[CH:32][C:33]=1[O:34][CH3:35]. (7) The product is: [C:63]([C:62]1[CH:61]=[CH:60][C:59]([CH:56]2[CH2:57][CH2:58][N:53]([C:8]([C:7]3[C:6]([CH2:17][CH3:18])=[CH:5][C:4]([CH:1]4[CH2:2][CH2:3]4)=[C:12]([CH:11]=3)[C:13]([O:15][CH3:16])=[O:14])=[O:10])[CH2:54][CH2:55]2)=[CH:66][CH:65]=1)#[N:64]. Given the reactants [CH:1]1([C:4]2[C:12]([C:13]([O:15][CH3:16])=[O:14])=[CH:11][C:7]([C:8]([OH:10])=O)=[C:6]([CH2:17][CH3:18])[CH:5]=2)[CH2:3][CH2:2]1.CN(C(ON1N=NC2C=CC=CC1=2)=[N+](C)C)C.F[P-](F)(F)(F)(F)F.CCN(C(C)C)C(C)C.Cl.[NH:53]1[CH2:58][CH2:57][CH:56]([C:59]2[CH:66]=[CH:65][C:62]([C:63]#[N:64])=[CH:61][CH:60]=2)[CH2:55][CH2:54]1, predict the reaction product.